This data is from Full USPTO retrosynthesis dataset with 1.9M reactions from patents (1976-2016). The task is: Predict the reactants needed to synthesize the given product. (1) Given the product [C:19]([O:23][C:24]([N:26]1[CH2:31][CH2:30][C:29]([OH:32])([C:2]2[C:11]3[C:6](=[CH:7][CH:8]=[C:9]([O:12][CH3:13])[N:10]=3)[N:5]=[CH:4][CH:3]=2)[CH2:28][CH2:27]1)=[O:25])([CH3:22])([CH3:20])[CH3:21], predict the reactants needed to synthesize it. The reactants are: Br[C:2]1[CH:3]=[CH:4][N:5]=[C:6]2[C:11]=1[N:10]=[C:9]([O:12][CH3:13])[CH:8]=[CH:7]2.[Li]CCCC.[C:19]([O:23][C:24]([N:26]1[CH2:31][CH2:30][C:29](=[O:32])[CH2:28][CH2:27]1)=[O:25])([CH3:22])([CH3:21])[CH3:20]. (2) Given the product [CH2:13]([O:12][CH2:11][N:23]1[C:24]2[CH2:25][CH2:26][C:27]3([O:30][CH2:31][CH2:32][O:33]3)[CH2:28][C:29]=2[C:21]([CH3:20])=[N:22]1)[C:14]1[CH:19]=[CH:18][CH:17]=[CH:16][CH:15]=1, predict the reactants needed to synthesize it. The reactants are: C(N(C(C)C)C(C)C)C.Cl[CH2:11][O:12][CH2:13][C:14]1[CH:19]=[CH:18][CH:17]=[CH:16][CH:15]=1.[CH3:20][C:21]1[C:29]2[CH2:28][C:27]3([O:33][CH2:32][CH2:31][O:30]3)[CH2:26][CH2:25][C:24]=2[NH:23][N:22]=1.ClCCl.